This data is from Catalyst prediction with 721,799 reactions and 888 catalyst types from USPTO. The task is: Predict which catalyst facilitates the given reaction. (1) The catalyst class is: 9. Reactant: [C:1]([O:5][C:6]([N:8]1[CH2:12][CH2:11][CH:10]([OH:13])[CH2:9]1)=[O:7])([CH3:4])([CH3:3])[CH3:2].[H-].[Na+].[CH2:16](Br)[C:17]1[CH:22]=[CH:21][CH:20]=[CH:19][CH:18]=1. Product: [CH2:16]([O:13][CH:10]1[CH2:11][CH2:12][N:8]([C:6]([O:5][C:1]([CH3:4])([CH3:2])[CH3:3])=[O:7])[CH2:9]1)[C:17]1[CH:22]=[CH:21][CH:20]=[CH:19][CH:18]=1. (2) Reactant: [CH:1]1([Mg]Br)[CH2:3][CH2:2]1.[CH2:6]([O:8][P:9]([N:14]1[CH:20]2[CH:15]1[CH2:16][CH2:17][N:18]([C:21]([O:23][CH2:24][C:25]1[CH:30]=[CH:29][CH:28]=[CH:27][CH:26]=1)=[O:22])[CH2:19]2)([O:11][CH2:12][CH3:13])=[O:10])[CH3:7].O. Product: [CH:1]1([C@@H:15]2[CH2:16][CH2:17][N:18]([C:21]([O:23][CH2:24][C:25]3[CH:30]=[CH:29][CH:28]=[CH:27][CH:26]=3)=[O:22])[CH2:19][C@H:20]2[NH:14][P:9]([O:8][CH2:6][CH3:7])([O:11][CH2:12][CH3:13])=[O:10])[CH2:3][CH2:2]1. The catalyst class is: 1. (3) Reactant: [F:1][C:2]1[CH:7]=[CH:6][CH:5]=[C:4]([F:8])[C:3]=1[N:9]1[C:14]2[N:15]=[C:16](S(C)=O)[N:17]=[C:18]([C:19]3[CH:20]=[C:21]([CH:28]=[CH:29][C:30]=3[CH3:31])[C:22]([NH:24][CH:25]([CH3:27])[CH3:26])=[O:23])[C:13]=2[CH2:12][NH:11][C:10]1=[O:35].[CH3:36][N:37]([CH3:42])[CH2:38][CH2:39][NH:40][CH3:41]. Product: [F:1][C:2]1[CH:7]=[CH:6][CH:5]=[C:4]([F:8])[C:3]=1[N:9]1[C:14]2[N:15]=[C:16]([N:40]([CH2:39][CH2:38][N:37]([CH3:42])[CH3:36])[CH3:41])[N:17]=[C:18]([C:19]3[CH:20]=[C:21]([CH:28]=[CH:29][C:30]=3[CH3:31])[C:22]([NH:24][CH:25]([CH3:27])[CH3:26])=[O:23])[C:13]=2[CH2:12][NH:11][C:10]1=[O:35]. The catalyst class is: 1. (4) The catalyst class is: 639. Reactant: CS(O[CH2:6][C@@H:7]1[O:11][C:10](=[O:12])[N:9]([C:13]2[CH:18]=[CH:17][C:16]([C:19]3[CH:23]=[CH:22][O:21][N:20]=3)=[CH:15][CH:14]=2)[CH2:8]1)(=O)=O.[N-:24]=[N+:25]=[N-:26].[Na+].CCOC(C)=O. Product: [N:24]([CH2:6][C@@H:7]1[O:11][C:10](=[O:12])[N:9]([C:13]2[CH:18]=[CH:17][C:16]([C:19]3[CH:23]=[CH:22][O:21][N:20]=3)=[CH:15][CH:14]=2)[CH2:8]1)=[N+:25]=[N-:26]. (5) Reactant: [Cl:1][C:2]1[CH:7]=[CH:6][N:5]=[C:4]([C@H:8]([NH:12][S@@](C(C)(C)C)=O)[CH2:9][CH:10]=[CH2:11])[CH:3]=1.Cl.O1CCOCC1.CCN(CC)CC.[CH3:33][C:34]([O:37][C:38](O[C:38]([O:37][C:34]([CH3:36])([CH3:35])[CH3:33])=[O:39])=[O:39])([CH3:36])[CH3:35]. Product: [C:34]([O:37][C:38](=[O:39])[NH:12][C@@H:8]([C:4]1[CH:3]=[C:2]([Cl:1])[CH:7]=[CH:6][N:5]=1)[CH2:9][CH:10]=[CH2:11])([CH3:36])([CH3:35])[CH3:33]. The catalyst class is: 61. (6) Reactant: [CH2:1]([NH2:8])[C:2]1[CH:7]=[CH:6][CH:5]=[CH:4][CH:3]=1.C([C:11]1[CH:12]=[C:13]([CH:18]=[CH:19][CH:20]=1)[C:14]([O:16][CH3:17])=[O:15])=O.[BH3-][C:22]#N.[Na+]. Product: [CH2:1]([NH:8][CH2:22][C:20]1[CH:11]=[CH:12][C:13]([C:14]([O:16][CH3:17])=[O:15])=[CH:18][CH:19]=1)[C:2]1[CH:7]=[CH:6][CH:5]=[CH:4][CH:3]=1. The catalyst class is: 5.